The task is: Regression. Given two drug SMILES strings and cell line genomic features, predict the synergy score measuring deviation from expected non-interaction effect.. This data is from NCI-60 drug combinations with 297,098 pairs across 59 cell lines. Synergy scores: CSS=-4.03, Synergy_ZIP=-0.555, Synergy_Bliss=-4.76, Synergy_Loewe=-6.11, Synergy_HSA=-6.98. Drug 2: CC(C)NC(=O)C1=CC=C(C=C1)CNNC.Cl. Cell line: MDA-MB-231. Drug 1: C1CCN(CC1)CCOC2=CC=C(C=C2)C(=O)C3=C(SC4=C3C=CC(=C4)O)C5=CC=C(C=C5)O.